This data is from Forward reaction prediction with 1.9M reactions from USPTO patents (1976-2016). The task is: Predict the product of the given reaction. (1) Given the reactants [CH3:1][N:2]([CH3:34])[C:3]([CH:5]1[CH2:10][CH2:9][CH:8]([N:11]2[CH:15]=[C:14]([C:16]3[CH:17]=[N:18][C:19]([C:22]4[CH:27]=[CH:26][CH:25]=[C:24]([C:28]5[CH:29]=[N:30][N:31]([CH3:33])[CH:32]=5)[CH:23]=4)=[N:20][CH:21]=3)[CH:13]=[N:12]2)[CH2:7][CH2:6]1)=[O:4], predict the reaction product. The product is: [CH3:1][N:2]([CH3:34])[C:3]([C@H:5]1[CH2:10][CH2:9][C@H:8]([N:11]2[CH:15]=[C:14]([C:16]3[CH:17]=[N:18][C:19]([C:22]4[CH:27]=[CH:26][CH:25]=[C:24]([C:28]5[CH:29]=[N:30][N:31]([CH3:33])[CH:32]=5)[CH:23]=4)=[N:20][CH:21]=3)[CH:13]=[N:12]2)[CH2:7][CH2:6]1)=[O:4]. (2) Given the reactants [CH2:1]=[C:2]([C:4]1[N:5]=[CH:6][C:7]([O:10][C@H:11]2[CH2:26][N:14]3[CH2:15][CH2:16][N:17]([C:19]([O:21][C:22]([CH3:25])([CH3:24])[CH3:23])=[O:20])[CH2:18][C@@H:13]3[CH2:12]2)=[N:8][CH:9]=1)[CH3:3].[N+](=[CH2:29])=[N-].C(#N)C, predict the reaction product. The product is: [CH3:1][C:2]1([C:4]2[N:5]=[CH:6][C:7]([O:10][C@H:11]3[CH2:26][N:14]4[CH2:15][CH2:16][N:17]([C:19]([O:21][C:22]([CH3:25])([CH3:24])[CH3:23])=[O:20])[CH2:18][C@@H:13]4[CH2:12]3)=[N:8][CH:9]=2)[CH2:29][CH2:3]1. (3) The product is: [CH2:9]([NH:16][C:18]1[CH:28]=[CH:27][C:21]([C:22]([O:24][CH2:25][CH3:26])=[O:23])=[CH:20][CH:19]=1)[C:10]1[CH:15]=[CH:14][CH:13]=[CH:12][CH:11]=1. Given the reactants [O-]P([O-])([O-])=O.[K+].[K+].[K+].[CH2:9]([NH2:16])[C:10]1[CH:15]=[CH:14][CH:13]=[CH:12][CH:11]=1.I[C:18]1[CH:28]=[CH:27][C:21]([C:22]([O:24][CH2:25][CH3:26])=[O:23])=[CH:20][CH:19]=1.C(O)CO, predict the reaction product. (4) Given the reactants [CH:1]([C:3]1[C:4]([OH:27])=[C:5]([O:25][CH3:26])[CH:6]=[C:7]2[C:12]=1[O:11][C:10](=[O:13])[C:9]([CH2:14][C:15]([NH:17][CH2:18][CH2:19][O:20]COC)=[O:16])=[C:8]2[CH3:24])=[O:2].Cl, predict the reaction product. The product is: [CH:1]([C:3]1[C:4]([OH:27])=[C:5]([O:25][CH3:26])[CH:6]=[C:7]2[C:12]=1[O:11][C:10](=[O:13])[C:9]([CH2:14][C:15]([NH:17][CH2:18][CH2:19][OH:20])=[O:16])=[C:8]2[CH3:24])=[O:2]. (5) Given the reactants [CH2:1]([C:4]1([C:10]2[CH:15]=[CH:14][CH:13]=[CH:12][CH:11]=2)[CH2:9][CH2:8][CH2:7][CH2:6][O:5]1)[CH:2]=[CH2:3].B.[OH-:17].[Na+].OO, predict the reaction product. The product is: [C:10]1([C:4]2([CH2:1][CH2:2][CH2:3][OH:17])[CH2:9][CH2:8][CH2:7][CH2:6][O:5]2)[CH:15]=[CH:14][CH:13]=[CH:12][CH:11]=1. (6) Given the reactants [CH3:1][NH+:2]([CH2:7][CH2:8][CH2:9][CH2:10][CH2:11][CH2:12][CH2:13][CH2:14][CH2:15][CH2:16][CH2:17][CH2:18][CH2:19][CH3:20])[CH2:3][C:4]([O-:6])=O.[CH3:21][NH:22][CH2:23][C@@H:24]([C@H:26]([C@@H:28]([C@@H:30]([CH2:32][OH:33])[OH:31])[OH:29])[OH:27])[OH:25].CN(C(ON1N=NC2C=CC=CC1=2)=[N+](C)C)C.F[P-](F)(F)(F)(F)F.C(N(CC)C(C)C)(C)C, predict the reaction product. The product is: [CH3:1][N:2]([CH2:7][CH2:8][CH2:9][CH2:10][CH2:11][CH2:12][CH2:13][CH2:14][CH2:15][CH2:16][CH2:17][CH2:18][CH2:19][CH3:20])[CH2:3][C:4]([N:22]([CH3:21])[CH2:23][C@@H:24]([C@H:26]([C@@H:28]([C@@H:30]([CH2:32][OH:33])[OH:31])[OH:29])[OH:27])[OH:25])=[O:6]. (7) Given the reactants [CH3:1][O:2][C:3]1[CH:8]=[CH:7][CH:6]=[CH:5][C:4]=1[CH2:9][CH2:10][CH3:11].CN([CH:15]=[O:16])C.O=P(Cl)(Cl)Cl, predict the reaction product. The product is: [CH3:1][O:2][C:3]1[CH:8]=[CH:7][C:6]([CH:15]=[O:16])=[CH:5][C:4]=1[CH2:9][CH2:10][CH3:11]. (8) The product is: [CH3:22][N:21]([CH3:23])[C:19]([C:18]1[CH:24]=[CH:25][C:26]([F:27])=[C:16]([NH:15][C:10]([C:8]2[C:7]([CH2:13][CH3:14])=[N:6][N:5]([C:2]([CH3:1])([CH3:3])[CH3:4])[CH:9]=2)=[O:12])[CH:17]=1)=[O:20]. Given the reactants [CH3:1][C:2]([N:5]1[CH:9]=[C:8]([C:10]([OH:12])=O)[C:7]([CH2:13][CH3:14])=[N:6]1)([CH3:4])[CH3:3].[NH2:15][C:16]1[CH:17]=[C:18]([CH:24]=[CH:25][C:26]=1[F:27])[C:19]([N:21]([CH3:23])[CH3:22])=[O:20], predict the reaction product. (9) Given the reactants C(OC(=O)[NH:7][C@@H:8]([CH2:42][C:43]1[CH:48]=[CH:47][CH:46]=[CH:45][CH:44]=1)[C:9]([N:11]1[CH2:16][CH2:15][CH2:14][CH2:13][CH:12]1[C:17](=[O:41])[NH:18][C:19]1[CH:24]=[CH:23][C:22]([C:25]#[C:26][C:27]2[C:28]([C:33]3[CH:38]=[C:37]([CH3:39])[CH:36]=[CH:35][C:34]=3[OH:40])=[N:29][N:30]([CH3:32])[CH:31]=2)=[CH:21][CH:20]=1)=[O:10])(C)(C)C.Cl, predict the reaction product. The product is: [OH:40][C:34]1[CH:35]=[CH:36][C:37]([CH3:39])=[CH:38][C:33]=1[C:28]1[C:27]([C:26]#[C:25][C:22]2[CH:21]=[CH:20][C:19]([NH:18][C:17]([CH:12]3[CH2:13][CH2:14][CH2:15][CH2:16][N:11]3[C:9](=[O:10])[C@@H:8]([NH2:7])[CH2:42][C:43]3[CH:44]=[CH:45][CH:46]=[CH:47][CH:48]=3)=[O:41])=[CH:24][CH:23]=2)=[CH:31][N:30]([CH3:32])[N:29]=1. (10) Given the reactants [OH:1][C:2]1[CH:3]=[C:4]([CH2:10][CH:11]([O:17][CH:18]([CH3:20])[CH3:19])[C:12]([O:14]CC)=[O:13])[CH:5]=[CH:6][C:7]=1[O:8][CH3:9].[CH3:21][C:22]1[S:23][CH:24]=[C:25]([C:27]2[S:31][C:30]([S:32](Cl)(=[O:34])=[O:33])=[CH:29][CH:28]=2)[N:26]=1.C(N(CC)CC)C.C(OCC)(=O)C, predict the reaction product. The product is: [CH:18]([O:17][CH:11]([CH2:10][C:4]1[CH:5]=[CH:6][C:7]([O:8][CH3:9])=[C:2]([O:1][S:32]([C:30]2[S:31][C:27]([C:25]3[N:26]=[C:22]([CH3:21])[S:23][CH:24]=3)=[CH:28][CH:29]=2)(=[O:33])=[O:34])[CH:3]=1)[C:12]([OH:14])=[O:13])([CH3:19])[CH3:20].